This data is from Full USPTO retrosynthesis dataset with 1.9M reactions from patents (1976-2016). The task is: Predict the reactants needed to synthesize the given product. (1) Given the product [CH2:1]([O:3][C:4]([C:5]1[NH:13][C:12]2[C:7](=[N:8][CH:9]=[CH:10][CH:11]=2)[CH:6]=1)=[O:17])[CH3:2], predict the reactants needed to synthesize it. The reactants are: [CH2:1]([O:3][C:4](=[O:17])[C:5](=O)[CH2:6][C:7]1[C:12]([N+:13]([O-])=O)=[CH:11][CH:10]=[CH:9][N:8]=1)[CH3:2]. (2) Given the product [C:11]([O:15][C:16]([N:18]1[C:26]2[C:21](=[CH:22][CH:23]=[C:24]([CH:27]=[O:28])[CH:25]=2)[CH:20]=[C:19]1[C:29]1[CH:34]=[C:33]([C:35]2[CH:36]=[C:37]([CH3:43])[C:38]([OH:42])=[C:39]([CH3:41])[CH:40]=2)[N:32]=[N:31][C:30]=1[O:44][CH3:45])=[O:17])([CH3:14])([CH3:13])[CH3:12], predict the reactants needed to synthesize it. The reactants are: C(Cl)(=O)C(Cl)=O.CS(C)=O.[C:11]([O:15][C:16]([N:18]1[C:26]2[C:21](=[CH:22][CH:23]=[C:24]([CH2:27][OH:28])[CH:25]=2)[CH:20]=[C:19]1[C:29]1[CH:34]=[C:33]([C:35]2[CH:40]=[C:39]([CH3:41])[C:38]([OH:42])=[C:37]([CH3:43])[CH:36]=2)[N:32]=[N:31][C:30]=1[O:44][CH3:45])=[O:17])([CH3:14])([CH3:13])[CH3:12].C(N(CC)CC)C. (3) Given the product [F:41][C:12]1[CH:13]=[C:14]2[C:9](=[CH:10][CH:11]=1)[NH:8][C:20]1[C:19]([O:21][CH2:22][CH2:23][CH2:24][N:45]3[CH2:46][CH2:47][CH:43]([OH:42])[CH2:44]3)=[C:18]3[NH:26][C:27]4[CH:28]=[CH:29][C:30]([F:33])=[CH:31][C:32]=4[C:17]3=[CH:16][C:15]2=1, predict the reactants needed to synthesize it. The reactants are: C([N:8]1[C:20]2[C:19]([O:21][CH2:22][CH2:23][CH2:24]Br)=[C:18]3[N:26](C(OC(C)(C)C)=O)[C:27]4[CH:28]=[CH:29][C:30]([F:33])=[CH:31][C:32]=4[C:17]3=[CH:16][C:15]=2[C:14]2[C:9]1=[CH:10][CH:11]=[C:12]([F:41])[CH:13]=2)(OC(C)(C)C)=O.[OH:42][C:43]1[CH2:47][CH2:46][NH:45][CH:44]=1. (4) Given the product [ClH:16].[CH3:1][O:2][C:3]1[CH:12]=[CH:11][CH:10]=[C:9]2[C:4]=1[CH2:5][CH2:6][C:7]([C:17]1[CH:18]=[C:19]([CH2:23][N:24]3[CH:28]=[CH:27][N:26]=[C:25]3[CH3:29])[N:20]=[N:21][CH:22]=1)=[CH:8]2, predict the reactants needed to synthesize it. The reactants are: [CH3:1][O:2][C:3]1[CH:12]=[CH:11][CH:10]=[C:9]2[C:4]=1[CH2:5][CH2:6][C:7](B(O)O)=[CH:8]2.[Cl:16][C:17]1[CH:18]=[C:19]([CH2:23][N:24]2[CH:28]=[CH:27][N:26]=[C:25]2[CH3:29])[N:20]=[N:21][CH:22]=1. (5) Given the product [CH:1]([N:4]1[CH2:5][CH2:6][CH:7]([C:10]([O-:12])=[O:11])[CH2:8][CH2:9]1)([CH3:3])[CH3:2].[Li+:17], predict the reactants needed to synthesize it. The reactants are: [CH:1]([N:4]1[CH2:9][CH2:8][CH:7]([C:10]([O:12]CC)=[O:11])[CH2:6][CH2:5]1)([CH3:3])[CH3:2].O.[OH-].[Li+:17].